This data is from Aqueous solubility values for 9,982 compounds from the AqSolDB database. The task is: Regression/Classification. Given a drug SMILES string, predict its absorption, distribution, metabolism, or excretion properties. Task type varies by dataset: regression for continuous measurements (e.g., permeability, clearance, half-life) or binary classification for categorical outcomes (e.g., BBB penetration, CYP inhibition). For this dataset (solubility_aqsoldb), we predict Y. (1) The drug is CC(C)=CCl. The Y is -1.96 log mol/L. (2) The molecule is CC(=O)Nc1ccc(C=O)cc1. The Y is -1.63 log mol/L. (3) The molecule is CC(C)c1ccc(S(=O)(=O)[O-])cc1.[K+]. The Y is 0.321 log mol/L. (4) The Y is -1.04 log mol/L. The drug is Cc1ccccc1CCO.